This data is from Peptide-MHC class II binding affinity with 134,281 pairs from IEDB. The task is: Regression. Given a peptide amino acid sequence and an MHC pseudo amino acid sequence, predict their binding affinity value. This is MHC class II binding data. (1) The peptide sequence is EKKSFAATQFEPLAA. The MHC is DRB1_0101 with pseudo-sequence DRB1_0101. The binding affinity (normalized) is 0.503. (2) The peptide sequence is EGHHLASAAILGHDG. The MHC is HLA-DQA10401-DQB10402 with pseudo-sequence HLA-DQA10401-DQB10402. The binding affinity (normalized) is 0.274. (3) The peptide sequence is EIYNMVKFRMIAGQE. The MHC is DRB1_0901 with pseudo-sequence DRB1_0901. The binding affinity (normalized) is 0.558. (4) The peptide sequence is SQDLELSWNLNGLLAY. The MHC is HLA-DQA10101-DQB10501 with pseudo-sequence HLA-DQA10101-DQB10501. The binding affinity (normalized) is 0.798. (5) The peptide sequence is AVAANELGMLEKTKE. The MHC is DRB4_0103 with pseudo-sequence DRB4_0103. The binding affinity (normalized) is 0.210. (6) The peptide sequence is VIPAGELQVIEKVDA. The MHC is DRB1_1001 with pseudo-sequence DRB1_1001. The binding affinity (normalized) is 0.307. (7) The peptide sequence is ALTKAITAMSEVQKV. The MHC is DRB1_1001 with pseudo-sequence DRB1_1001. The binding affinity (normalized) is 0.641. (8) The peptide sequence is KPLEDKILVQAGEAE. The MHC is DRB4_0101 with pseudo-sequence DRB4_0103. The binding affinity (normalized) is 0.215.